From a dataset of Catalyst prediction with 721,799 reactions and 888 catalyst types from USPTO. Predict which catalyst facilitates the given reaction. Product: [CH2:35]([NH:37][C:38](=[O:39])[O:14][CH2:13][CH2:12][N:11]([C:8]1[CH:7]=[C:6]([CH:16]([S:25]([C:28]2[CH:29]=[CH:30][C:31]([Cl:34])=[CH:32][CH:33]=2)(=[O:27])=[O:26])[C:17]2[CH:22]=[C:21]([F:23])[CH:20]=[CH:19][C:18]=2[F:24])[C:5]([Cl:4])=[CH:10][N:9]=1)[CH3:15])[CH3:36]. Reactant: C(Cl)Cl.[Cl:4][C:5]1[C:6]([CH:16]([S:25]([C:28]2[CH:33]=[CH:32][C:31]([Cl:34])=[CH:30][CH:29]=2)(=[O:27])=[O:26])[C:17]2[CH:22]=[C:21]([F:23])[CH:20]=[CH:19][C:18]=2[F:24])=[CH:7][C:8]([N:11]([CH3:15])[CH2:12][CH2:13][OH:14])=[N:9][CH:10]=1.[CH2:35]([N:37]=[C:38]=[O:39])[CH3:36]. The catalyst class is: 17.